Dataset: Experimentally validated miRNA-target interactions with 360,000+ pairs, plus equal number of negative samples. Task: Binary Classification. Given a miRNA mature sequence and a target amino acid sequence, predict their likelihood of interaction. (1) The miRNA is mmu-miR-3090-5p with sequence GUCUGGGUGGGGCCUGAGAUC. The protein sequence of the target gene is MPSPPGLRALWLCAALCASRRAGGAPQPGPGPTACPAPCHCQEDGIMLSADCSELGLSAVPGDLDPLTAYLDLSMNNLTELQPGLFHHLRFLEELRLSGNHLSHIPGQAFSGLYSLKILMLQNNQLGGIPAEALWELPSLQSLRLDANLISLVPERSFEGLSSLRHLWLDDNALTEIPVRALNNLPALQAMTLALNRISHIPDYAFQNLTSLVVLHLHNNRIQHLGTHSFEGLHNLETLDLNYNKLQEFPVAIRTLGRLQELGFHNNNIKAIPEKAFMGNPLLQTIHFYDNPIQFVGRSA.... Result: 0 (no interaction). (2) The miRNA is mmu-miR-3109-3p with sequence UAGGGCCAUCUCAUCCAGAUA. The protein sequence of the target gene is MTAREHSPRHGARARAMQRASTIDVAADMVGLSLAGNIQDPDEPILEFSLACSELHTPSLDRKPNSFVAVSVTTPPQAFWTKHAQTEIIEGTNNPIFLSSIAFFQDSLINQMTQIKLSVYDVKDRSQGTMYLLGSGTFVVKDLLQDRHHRLHLTLRSAESDRVGNITVIGWQMEEKSDQQPPVTRFLDTVNGRMVLPVDESLTEALGIRSKYAFLRKDSLLKAVFGGAICRMYRFPTTDGNHLRILEQMAESVLSLHVPRQFVKLLLEEDAARVCELEELGELSPCWESLRRQIVTQYQT.... Result: 0 (no interaction). (3) The miRNA is mmu-miR-134-5p with sequence UGUGACUGGUUGACCAGAGGGG. The protein sequence of the target gene is MDPFLVLLHSLSGSLSGNDLMELKFLCRERVSKRKLERVQSGLDLFTVLLEQNDLERGHTGLLRELLASLRRHDLLQRLDDFEAGTATAAPPGEADLQVAFDIVCDNVGRDWKRLARELKVSEAKMDGIEEKYPRSLSERVRESLKVWKNAEKKNASVAGLVKALRTCRLNLVADLVEEAQESVSKSENMSPVLRDSTVSSSETP. Result: 1 (interaction). (4) The miRNA is hsa-miR-6771-5p with sequence CUCGGGAGGGCAUGGGCCAGGC. The protein sequence of the target gene is MTLEAIRYSRGSLQILDQLLLPKQSRYEAVGSVHQAWEAIRAMKVRGAPAIALVGCLSLAVELQAGAGGPGLAALVAFVRDKLSFLVTARPTAVNMARAARDLADVAAREAEREGATEEAVRERVICCTEDMLEKDLRDNRSIGDLGARHLLERVAPSGGKVTVLTHCNTGALATAGYGTALGVIRSLHSLGRLEHAFCTETRPYNQGARLTAFELVYEQIPATLITDSMVAAAMAHRGVSAVVVGADRVVANGDTANKVGTYQLAIVAKHHGIPFYVAAPSSSCDLRLETGKEIIIEER.... Result: 1 (interaction). (5) Result: 0 (no interaction). The protein sequence of the target gene is MDVLASYSIFQELQLVHDTGYFSALPSLEETWQQTCLELERYLQTEPRRISETFGEDLDCFLHASPPPCIEESFRRLDPLLLPVEATICEKSSAVDILLSRDKLLSETCLSLQPTSSSLDSYTAVNQAQLNAVTSLTPPSSPELSRHLVKTSQTLSAVDGTVTLKLVAKKASLSSVKVGGVAAAAAVTPAGAVKSGQSDSEQGGGGADTCPENKKRVHRCQFNGCRKVYTKSSHLKAHQRTHTGEKPYKCSWEGCEWRFARSDELTRHYRKHTGAKPFKCNHCDRCFSRSDHLALHMKRH.... The miRNA is hsa-miR-133a-3p with sequence UUUGGUCCCCUUCAACCAGCUG. (6) The miRNA is hsa-miR-6127 with sequence UGAGGGAGUGGGUGGGAGG. The protein sequence of the target gene is MTKFQEAVTFKDVAVAFTEEELGLLDSAQRKLYRDVMLENFRNLVSVGHQSFKPDMISQLEREEKLWMKELQTQRGKHSGDRNQNEMATLHKAGLRCFSLGELSCWQIKRHIASKLARSQDSMINIEGKSSQFPKHHDSPCQVGAGESIQASVDDNCLVNHIGDHSSIIENQEFPTGKVPNSWSKIYLNETQNYQRSCKQTQMKNKLCIFAPYVDIFSCISHHHDDNIVHKRDKVHSNSDCGKDTLKVSPLTQRSIHTGQKTYQGNECEEAFNDSSSLELHKQVHLGKKSPACSTHEKDT.... Result: 0 (no interaction). (7) The miRNA is hsa-miR-6516-5p with sequence UUUGCAGUAACAGGUGUGAGCA. The protein sequence of the target gene is MPNIKIFSGSSHQDLSQKIADRLGLELGKVVTKKFSNQETCVEIGESVRGEDVYIVQSGCGEINDNLMELLIMINACKIASASRVTAVIPCFPYARQDKKDKSRAPISAKLVANMLSVAGADHIITMDLHASQIQGFFDIPVDNLYAEPAVLKWIRENISEWRNCTIVSPDAGGAKRVTSIADRLNVDFALIHKERKKANEVDRMVLVGDVKDRVAILVDDMADTCGTICHAADKLLSAGATRVYAILTHGIFSGPAISRINNACFEAVVVTNTIPQEDKMKHCSKIQVIDISMILAEAI.... Result: 1 (interaction).